Dataset: Reaction yield outcomes from USPTO patents with 853,638 reactions. Task: Predict the reaction yield, written as a fraction of the theoretical maximum amount of product (1.0 means a 100% yield; for example, 0.34 means a 34% yield). (1) No catalyst specified. The yield is 0.730. The reactants are [CH3:1][C:2]1[C:3]([C:8]([OH:10])=[O:9])=[N:4][CH:5]=[CH:6][N:7]=1.S(=O)(=O)(O)O.[CH3:16]O. The product is [CH3:1][C:2]1[C:3]([C:8]([O:10][CH3:16])=[O:9])=[N:4][CH:5]=[CH:6][N:7]=1. (2) The reactants are [H-].[Na+].[CH3:3][C:4]1([C:9]2[CH:10]=[C:11]3[C:15](=[CH:16][CH:17]=2)[N:14]([CH2:18][C:19]([F:22])([F:21])[F:20])[C:13](=[O:23])[CH2:12]3)OCC[O:5]1.C1(N(C2C=CC=CC=2)[C:31](=[O:48])[NH:32][C:33]2[CH:34]=[C:35]([CH:45]=[CH:46][CH:47]=2)[C:36]([NH:38][C:39]2[CH:44]=[CH:43][CH:42]=[CH:41][CH:40]=2)=[O:37])C=CC=CC=1.Cl. The catalyst is CN(P(N(C)C)(N(C)C)=O)C.O. The product is [C:39]1([NH:38][C:36]([C:35]2[CH:34]=[C:33]([NH:32][C:31]([CH:12]3[C:11]4[C:15](=[CH:16][CH:17]=[C:9]([C:4](=[O:5])[CH3:3])[CH:10]=4)[N:14]([CH2:18][C:19]([F:21])([F:22])[F:20])[C:13]3=[O:23])=[O:48])[CH:47]=[CH:46][CH:45]=2)=[O:37])[CH:44]=[CH:43][CH:42]=[CH:41][CH:40]=1. The yield is 0.150.